Dataset: NCI-60 drug combinations with 297,098 pairs across 59 cell lines. Task: Regression. Given two drug SMILES strings and cell line genomic features, predict the synergy score measuring deviation from expected non-interaction effect. Drug 1: C1CCC(CC1)NC(=O)N(CCCl)N=O. Drug 2: C#CCC(CC1=CN=C2C(=N1)C(=NC(=N2)N)N)C3=CC=C(C=C3)C(=O)NC(CCC(=O)O)C(=O)O. Cell line: MDA-MB-435. Synergy scores: CSS=1.41, Synergy_ZIP=-1.98, Synergy_Bliss=-4.13, Synergy_Loewe=-8.61, Synergy_HSA=-7.08.